From a dataset of Reaction yield outcomes from USPTO patents with 853,638 reactions. Predict the reaction yield, written as a fraction of the theoretical maximum amount of product (1.0 means a 100% yield; for example, 0.34 means a 34% yield). (1) The reactants are [CH3:1][O:2][C:3]1[C:4](=[O:28])[C:5]([C:24]([O:26]C)=[O:25])=[N:6][N:7]([C:9]2[C:22]([F:23])=[CH:21][C:12]3[O:13][C:14]([F:20])([F:19])[C:15]([F:18])([F:17])[O:16][C:11]=3[CH:10]=2)[CH:8]=1.[OH-].[Na+].Cl. The catalyst is CO. The product is [CH3:1][O:2][C:3]1[C:4](=[O:28])[C:5]([C:24]([OH:26])=[O:25])=[N:6][N:7]([C:9]2[C:22]([F:23])=[CH:21][C:12]3[O:13][C:14]([F:20])([F:19])[C:15]([F:18])([F:17])[O:16][C:11]=3[CH:10]=2)[CH:8]=1. The yield is 0.940. (2) The reactants are [CH3:1][O:2][CH2:3][O:4][C:5]1[CH:10]=[C:9]([O:11][CH2:12][O:13][CH3:14])[CH:8]=[CH:7][C:6]=1[CH:15]1[CH2:24][CH2:23][C:18]2(OCC[O:19]2)[CH2:17][CH2:16]1.Cl.C(=O)(O)[O-].[Na+]. The catalyst is CO. The product is [CH3:1][O:2][CH2:3][O:4][C:5]1[CH:10]=[C:9]([O:11][CH2:12][O:13][CH3:14])[CH:8]=[CH:7][C:6]=1[CH:15]1[CH2:24][CH2:23][C:18](=[O:19])[CH2:17][CH2:16]1. The yield is 0.600. (3) The yield is 0.0270. The product is [CH2:12]([O:14][C:15]1[CH:16]=[C:17]([C:18]2[O:19][CH:3]=[C:4]([C:6]3[CH:11]=[CH:10][N:9]=[CH:8][CH:7]=3)[N:20]=2)[CH:21]=[CH:22][C:23]=1[O:24][CH2:25][CH3:26])[CH3:13]. The catalyst is CN(C=O)C. The reactants are Br.Br[CH2:3][C:4]([C:6]1[CH:11]=[CH:10][N:9]=[CH:8][CH:7]=1)=O.[CH2:12]([O:14][C:15]1[CH:16]=[C:17]([CH:21]=[CH:22][C:23]=1[O:24][CH2:25][CH3:26])[C:18]([NH2:20])=[O:19])[CH3:13].C([O-])(O)=O.[Na+]. (4) The reactants are [CH3:1][C:2]1[O:6][C:5]([C:7]2[CH:12]=[CH:11][CH:10]=[CH:9][CH:8]=2)=[N:4][C:3]=1[CH2:13][O:14][C:15]1[CH:23]=[CH:22][C:18]([CH2:19][O:20][NH2:21])=[CH:17][CH:16]=1.O=[C:25]([C:37]1[CH:42]=[CH:41][CH:40]=[CH:39][CH:38]=1)[CH2:26][CH2:27][CH2:28][CH2:29][CH2:30][CH2:31][C:32]([O:34][CH2:35][CH3:36])=[O:33].C(O)(=O)C.C([O-])(=O)C.[Na+]. The catalyst is C(OCC)(=O)C.CCCCCC.O.C(O)C. The product is [CH3:1][C:2]1[O:6][C:5]([C:7]2[CH:8]=[CH:9][CH:10]=[CH:11][CH:12]=2)=[N:4][C:3]=1[CH2:13][O:14][C:15]1[CH:16]=[CH:17][C:18]([CH2:19][O:20]/[N:21]=[C:25](/[C:37]2[CH:38]=[CH:39][CH:40]=[CH:41][CH:42]=2)\[CH2:26][CH2:27][CH2:28][CH2:29][CH2:30][CH2:31][C:32]([O:34][CH2:35][CH3:36])=[O:33])=[CH:22][CH:23]=1. The yield is 0.760. (5) The reactants are Br[C:2]1[CH:7]=[CH:6][C:5]([C:8]2[C:12]3[CH2:13][C:14]4[S:15][CH:16]=[CH:17][C:18]=4[C:11]=3[N:10]([CH2:19][O:20][CH2:21][CH2:22][Si:23]([CH3:26])([CH3:25])[CH3:24])[N:9]=2)=[CH:4][CH:3]=1.[CH3:27][O:28][C:29]1[CH:34]=[CH:33][C:32]([NH2:35])=[CH:31][CH:30]=1.C([O-])([O-])=O.[Cs+].[Cs+].CC1(C)C2C(=C(P(C3C=CC=CC=3)C3C=CC=CC=3)C=CC=2)OC2C(P(C3C=CC=CC=3)C3C=CC=CC=3)=CC=CC1=2. The catalyst is O1CCOCC1.CC([O-])=O.CC([O-])=O.[Pd+2]. The product is [CH3:27][O:28][C:29]1[CH:34]=[CH:33][C:32]([NH:35][C:2]2[CH:7]=[CH:6][C:5]([C:8]3[C:12]4[CH2:13][C:14]5[S:15][CH:16]=[CH:17][C:18]=5[C:11]=4[N:10]([CH2:19][O:20][CH2:21][CH2:22][Si:23]([CH3:26])([CH3:25])[CH3:24])[N:9]=3)=[CH:4][CH:3]=2)=[CH:31][CH:30]=1. The yield is 0.600. (6) The reactants are [NH2:1][C:2]1[CH:21]=[CH:20][C:5]([O:6][C:7]2[C:16]3[C:11](=[CH:12][C:13]([OH:19])=[C:14]([C:17]#[N:18])[CH:15]=3)[N:10]=[CH:9][CH:8]=2)=[CH:4][C:3]=1[Cl:22].CC1C=CC(S(O[CH2:34][C@H:35]2[CH2:37][O:36]2)(=O)=O)=CC=1. No catalyst specified. The product is [NH2:1][C:2]1[CH:21]=[CH:20][C:5]([O:6][C:7]2[C:16]3[C:11](=[CH:12][C:13]([O:19][CH2:34][C@H:35]4[CH2:37][O:36]4)=[C:14]([C:17]#[N:18])[CH:15]=3)[N:10]=[CH:9][CH:8]=2)=[CH:4][C:3]=1[Cl:22]. The yield is 0.168. (7) The reactants are [Cl:1][C:2]1[CH:3]=[C:4]2[C:17]([CH3:19])([CH3:18])[C:16]([CH3:20])=[N:15][C:5]2=[N+:6]([CH2:8][CH2:9][CH2:10][S:11]([O-:14])(=[O:13])=[O:12])[CH:7]=1.[CH3:21][C:22]1[C:30]([CH3:32])([CH3:31])[C:29]2[C:24](=[CH:25][CH:26]=[C:27]([S:33]([O-:36])(=[O:35])=[O:34])[CH:28]=2)[N+:23]=1[CH2:37][CH2:38][CH2:39][S:40]([O-:43])(=[O:42])=[O:41].[Na+:44].[Br-].[Br:46]/[C:47](=[CH:56]\NC1C=CC=CC=1)/[CH:48]=[NH+]/C1C=CC=CC=1.C(OC(=O)C)(=O)C. The catalyst is C(OCC)C.N1C=CC=CC=1. The product is [Br:46]/[C:47](/[CH:56]=[CH:20]/[C:16]1[C:17]([CH3:19])([CH3:18])[C:4]2[C:5]([N:15]=1)=[N+:6]([CH2:8][CH2:9][CH2:10][S:11]([O-:14])(=[O:13])=[O:12])[CH:7]=[C:2]([Cl:1])[CH:3]=2)=[CH:48]\[CH:21]=[C:22]1\[N:23]([CH2:37][CH2:38][CH2:39][S:40]([O-:43])(=[O:42])=[O:41])[C:24]2[C:29]([C:30]\1([CH3:31])[CH3:32])=[CH:28][C:27]([S:33]([O-:36])(=[O:35])=[O:34])=[CH:26][CH:25]=2.[Na+:44].[Na+:44]. The yield is 0.500.